This data is from Full USPTO retrosynthesis dataset with 1.9M reactions from patents (1976-2016). The task is: Predict the reactants needed to synthesize the given product. (1) Given the product [F:35][C:36]1[C:45]([F:46])=[C:44]2[C:39]([CH:40]=[N:41][C:42]([CH3:47])=[N:43]2)=[C:38]([NH:48][CH:49]2[C:50]([C:65]([F:68])([F:67])[F:66])([OH:64])[CH:51]([CH3:63])[CH:52]([CH3:53])[C:54]3[C:55]([OH:61])=[CH:56][C:57]([F:60])=[CH:58][C:59]2=3)[CH:37]=1, predict the reactants needed to synthesize it. The reactants are: FC1C(F)=C2C(C=NC(C)=N2)=C(N=CC(C(F)(F)F)(O)CC(C2C=CC(F)=CC=2OC)CC)C=1.[F:35][C:36]1[C:45]([F:46])=[C:44]2[C:39]([CH:40]=[N:41][C:42]([CH3:47])=[N:43]2)=[C:38]([N:48]=[CH:49][C:50]([C:65]([F:68])([F:67])[F:66])([OH:64])[CH:51]([CH3:63])[CH:52]([C:54]2[CH:59]=[CH:58][C:57]([F:60])=[CH:56][C:55]=2[O:61]C)[CH3:53])[CH:37]=1.B(Br)(Br)Br. (2) Given the product [CH3:1][O:2][C:3]1[CH:4]=[C:5]([CH:24]=[C:25]([O:29][CH3:30])[C:26]=1[O:27][CH3:28])[C:6]([N:8]1[CH2:12][CH2:11][C:10]([C:16]2[CH:21]=[CH:20][C:19]([Cl:22])=[C:18]([Cl:23])[CH:17]=2)([CH2:13][CH2:14][O:15][C:40](=[O:42])[CH3:41])[CH2:9]1)=[O:7], predict the reactants needed to synthesize it. The reactants are: [CH3:1][O:2][C:3]1[CH:4]=[C:5]([CH:24]=[C:25]([O:29][CH3:30])[C:26]=1[O:27][CH3:28])[C:6]([N:8]1[CH2:12][CH2:11][C:10]([C:16]2[CH:21]=[CH:20][C:19]([Cl:22])=[C:18]([Cl:23])[CH:17]=2)([CH2:13][CH2:14][OH:15])[CH2:9]1)=[O:7].ClCCl.N1C=CC=CC=1.[C:40](OC(=O)C)(=[O:42])[CH3:41].